Task: Predict the reactants needed to synthesize the given product.. Dataset: Full USPTO retrosynthesis dataset with 1.9M reactions from patents (1976-2016) (1) The reactants are: [CH2:1]([O:3][P:4]([CH2:9][O:10][CH2:11]/[CH:12]=[CH:13]\[CH2:14]Cl)(=[O:8])[O:5][CH2:6][CH3:7])[CH3:2].[Cl:16][C:17]1[N:25]=[C:24]([NH2:26])[N:23]=[C:22]2[C:18]=1[NH:19][CH:20]=[N:21]2.C(=O)([O-])[O-].[K+].[K+]. Given the product [CH2:6]([O:5][P:4]([CH2:9][O:10][CH2:11]/[CH:12]=[CH:13]\[CH2:14][N:21]1[CH:20]=[N:19][C:18]2[C:22]1=[N:23][C:24]([NH2:26])=[N:25][C:17]=2[Cl:16])([O:3][CH2:1][CH3:2])=[O:8])[CH3:7], predict the reactants needed to synthesize it. (2) Given the product [CH2:16]([C:18]1[CH:23]=[CH:22][C:21]([C:24]2[O:28][N:27]=[C:26]([C:29]([N:10]3[CH2:9][C@H:8]([CH2:11][CH:12]([CH3:14])[CH3:13])[NH:7][C:6](=[O:15])[C@@H:5]3[CH2:1][CH:2]([CH3:4])[CH3:3])=[O:30])[CH:25]=2)=[CH:20][CH:19]=1)[CH3:17], predict the reactants needed to synthesize it. The reactants are: [CH2:1]([C@@H:5]1[NH:10][CH2:9][C@H:8]([CH2:11][CH:12]([CH3:14])[CH3:13])[NH:7][C:6]1=[O:15])[CH:2]([CH3:4])[CH3:3].[CH2:16]([C:18]1[CH:23]=[CH:22][C:21]([C:24]2[O:28][N:27]=[C:26]([C:29](O)=[O:30])[CH:25]=2)=[CH:20][CH:19]=1)[CH3:17].C([C@@H]1N(C([C@@H]2C[C@H]2C2C=CC=CC=2)=O)C[C@H](CC(C)C)NC1=O)C(C)C. (3) Given the product [F:1][C:2]([F:36])([F:35])[C:3]1[CH:4]=[C:5]([C:6]([O:8][C@H:9]2[O:14][CH2:13][CH2:12][N:11]([CH2:15][C:16]3[CH:21]=[CH:20][CH:19]=[CH:18][CH:17]=3)[C@H:10]2[C:22]2[CH:27]=[CH:26][CH:25]=[CH:24][CH:23]=2)=[CH2:37])[CH:28]=[C:29]([C:31]([F:33])([F:32])[F:34])[CH:30]=1, predict the reactants needed to synthesize it. The reactants are: [F:1][C:2]([F:36])([F:35])[C:3]1[CH:4]=[C:5]([CH:28]=[C:29]([C:31]([F:34])([F:33])[F:32])[CH:30]=1)[C:6]([O:8][C@H:9]1[O:14][CH2:13][CH2:12][N:11]([CH2:15][C:16]2[CH:21]=[CH:20][CH:19]=[CH:18][CH:17]=2)[C@H:10]1[C:22]1[CH:27]=[CH:26][CH:25]=[CH:24][CH:23]=1)=O.[CH2:37]1COCC1.C1(C)C=CC=CC=1. (4) Given the product [CH2:1]([N:8]([CH2:9][C@H:11]1[C@H:16]([CH2:17][N:18]([CH2:19][C:20]2[CH:21]=[CH:22][CH:23]=[CH:24][CH:25]=2)[CH2:26][C:27]2[CH:28]=[CH:29][CH:30]=[CH:31][CH:32]=2)[CH2:15][CH2:14][C@@H:13]([CH2:34][CH2:35][OH:36])[CH2:12]1)[CH2:39][C:40]1[CH:45]=[CH:44][CH:43]=[CH:42][CH:41]=1)[C:2]1[CH:3]=[CH:4][CH:5]=[CH:6][CH:7]=1, predict the reactants needed to synthesize it. The reactants are: [CH2:1]([N:8]([CH2:39][C:40]1[CH:45]=[CH:44][CH:43]=[CH:42][CH:41]=1)[C:9]([C@H:11]1[C@H:16]([C:17](=O)[N:18]([CH2:26][C:27]2[CH:32]=[CH:31][CH:30]=[CH:29][CH:28]=2)[CH2:19][C:20]2[CH:25]=[CH:24][CH:23]=[CH:22][CH:21]=2)[CH2:15][CH2:14][C@@H:13]([CH2:34][C:35](OC)=[O:36])[CH2:12]1)=O)[C:2]1[CH:7]=[CH:6][CH:5]=[CH:4][CH:3]=1.[H-].[Al+3].[Li+].[H-].[H-].[H-].